This data is from hERG potassium channel inhibition data for cardiac toxicity prediction from Karim et al.. The task is: Regression/Classification. Given a drug SMILES string, predict its toxicity properties. Task type varies by dataset: regression for continuous values (e.g., LD50, hERG inhibition percentage) or binary classification for toxic/non-toxic outcomes (e.g., AMES mutagenicity, cardiotoxicity, hepatotoxicity). Dataset: herg_karim. (1) The molecule is COC(=O)[C@@H]1[C@@H](O)C[C@@H]2CC[C@H]1N2C. The result is 0 (non-blocker). (2) The compound is CN(CCC(=O)NC1CC1)C(=O)c1ccc2c(c1)c1c(n2C)CCC(C2CCOCC2)C1. The result is 0 (non-blocker). (3) The molecule is Cc1nc2cn(Cc3ccccc3)cc2c(-c2ccc(Cl)cc2Cl)c1CN. The result is 0 (non-blocker). (4) The drug is Fc1ccc2c([C@@H]3C[NH2+]CC[C@@H]3F)c(-c3ccc4ccccc4c3)[nH]c2c1. The result is 1 (blocker). (5) The molecule is Cc1cnc(-c2nnc(SCCCN3C[C@H]4C[C@@]4(c4ccc(C(F)(F)F)cc4)C3)n2C)cn1. The result is 1 (blocker). (6) The drug is CCC(O)(c1cn(Cc2ccc3c(-c4ccccc4)c(C(C)O)sc3c2)nn1)C(F)(F)F. The result is 1 (blocker). (7) The drug is Cc1nsc(-c2nnc3n2CCN(C(=O)c2ccc(C#N)cc2)[C@@H]3C)n1. The result is 0 (non-blocker).